From a dataset of Catalyst prediction with 721,799 reactions and 888 catalyst types from USPTO. Predict which catalyst facilitates the given reaction. Reactant: [N:1]1([C:7]2[N:8]=[C:9]([CH2:14][C:15]([O-:17])=O)[NH:10][C:11](=[O:13])[CH:12]=2)[CH2:6][CH2:5][O:4][CH2:3][CH2:2]1.[Na+].[CH3:19][C:20]1([CH3:29])[C:28]2[C:23](=[CH:24][CH:25]=[CH:26][CH:27]=2)[NH:22][CH2:21]1.Cl.CN(C)CCCN=C=NCC. Product: [CH3:19][C:20]1([CH3:29])[C:28]2[C:23](=[CH:24][CH:25]=[CH:26][CH:27]=2)[N:22]([C:15](=[O:17])[CH2:14][C:9]2[NH:10][C:11](=[O:13])[CH:12]=[C:7]([N:1]3[CH2:2][CH2:3][O:4][CH2:5][CH2:6]3)[N:8]=2)[CH2:21]1. The catalyst class is: 672.